Dataset: Peptide-MHC class II binding affinity with 134,281 pairs from IEDB. Task: Regression. Given a peptide amino acid sequence and an MHC pseudo amino acid sequence, predict their binding affinity value. This is MHC class II binding data. (1) The peptide sequence is GEVEIQFRRVKCKYP. The MHC is HLA-DQA10201-DQB10202 with pseudo-sequence HLA-DQA10201-DQB10202. The binding affinity (normalized) is 0.0332. (2) The peptide sequence is EIDTDGDGFIDFNEF. The MHC is DRB1_0405 with pseudo-sequence DRB1_0405. The binding affinity (normalized) is 0.196. (3) The peptide sequence is RSLSNKIKQKTKQIG. The MHC is HLA-DQA10303-DQB10402 with pseudo-sequence HLA-DQA10303-DQB10402. The binding affinity (normalized) is 0. (4) The peptide sequence is ASYNTHETICPEPTIDE. The MHC is DRB1_1302 with pseudo-sequence DRB1_1302. The binding affinity (normalized) is 0.0309. (5) The binding affinity (normalized) is 0.783. The peptide sequence is ECYVQRFHLIKNTFG. The MHC is DRB1_1101 with pseudo-sequence DRB1_1101. (6) The peptide sequence is GLRSLTDLLRALGAQ. The MHC is DRB1_1501 with pseudo-sequence DRB1_1501. The binding affinity (normalized) is 0.328. (7) The peptide sequence is YDKFLANVSTVLTVK. The MHC is DRB1_0101 with pseudo-sequence DRB1_0101. The binding affinity (normalized) is 0.964. (8) The peptide sequence is MYLGTCKTLTPLMSS. The MHC is DRB1_1501 with pseudo-sequence DRB1_1501. The binding affinity (normalized) is 0.282. (9) The peptide sequence is FMVAMFLAVAVVLGL. The MHC is DRB1_1001 with pseudo-sequence DRB1_1001. The binding affinity (normalized) is 0.415.